This data is from Full USPTO retrosynthesis dataset with 1.9M reactions from patents (1976-2016). The task is: Predict the reactants needed to synthesize the given product. (1) The reactants are: [Cl:1][C:2]1[CH:22]=[N:21][C:5]2=[N:6][C:7]([N:12]3[CH2:19][CH:18]4[CH:14]([CH2:15][N:16]([CH3:20])[CH2:17]4)[CH2:13]3)=[C:8]([NH:10][NH2:11])[N:9]=[C:4]2[CH:3]=1.[CH:23](OC)(OC)OC. Given the product [Cl:1][C:2]1[CH:22]=[N:21][C:5]2[N:6]=[C:7]([N:12]3[CH2:19][CH:18]4[CH:14]([CH2:15][N:16]([CH3:20])[CH2:17]4)[CH2:13]3)[C:8]3[N:9]([CH:23]=[N:11][N:10]=3)[C:4]=2[CH:3]=1, predict the reactants needed to synthesize it. (2) Given the product [F:21][CH:2]([F:1])[N:3]1[C:7]([CH3:8])=[C:6]([C:9]2[C:10]([CH3:19])=[C:11]([CH2:12][OH:13])[CH:16]=[CH:17][CH:18]=2)[C:5]([CH3:20])=[N:4]1, predict the reactants needed to synthesize it. The reactants are: [F:1][CH:2]([F:21])[N:3]1[C:7]([CH3:8])=[C:6]([C:9]2[C:10]([CH3:19])=[C:11]([CH:16]=[CH:17][CH:18]=2)[C:12](OC)=[O:13])[C:5]([CH3:20])=[N:4]1.C1(C)C=CC=CC=1.[H-].C([Al+]CC(C)C)C(C)C.O.O.O.O.O.O.O.O.O.O.[O-]S([O-])(=O)=O.[Na+].[Na+].